From a dataset of Catalyst prediction with 721,799 reactions and 888 catalyst types from USPTO. Predict which catalyst facilitates the given reaction. (1) Product: [Cl:3][C:4]1[CH:27]=[CH:26][CH:25]=[CH:24][C:5]=1[O:6][C:7]1[C:12]([C:13]([OH:15])=[O:14])=[CH:11][N:10]=[C:9]([C:18]2[CH:23]=[CH:22][CH:21]=[CH:20][CH:19]=2)[N:8]=1. Reactant: [OH-].[Na+].[Cl:3][C:4]1[CH:27]=[CH:26][CH:25]=[CH:24][C:5]=1[O:6][C:7]1[C:12]([C:13]([O:15]CC)=[O:14])=[CH:11][N:10]=[C:9]([C:18]2[CH:23]=[CH:22][CH:21]=[CH:20][CH:19]=2)[N:8]=1.O.Cl. The catalyst class is: 12. (2) Reactant: Br[C:2]([CH3:9])([CH3:8])[C:3]([O:5][CH2:6][CH3:7])=[O:4].O.Cl.[NH:12]1[CH2:17][CH2:16][C:15](=[O:18])[CH2:14][CH2:13]1.C(#N)C.C(=O)([O-])[O-].[K+].[K+]. Product: [CH3:8][C:2]([N:12]1[CH2:17][CH2:16][C:15](=[O:18])[CH2:14][CH2:13]1)([CH3:9])[C:3]([O:5][CH2:6][CH3:7])=[O:4]. The catalyst class is: 27. (3) Reactant: Cl[C:2]1[CH:3]=[CH:4][C:5]2[N:6]([C:8]([CH:11]([C:13]3[CH:14]=[C:15]4[C:20](=[CH:21][CH:22]=3)[N:19]=[CH:18][CH:17]=[CH:16]4)[OH:12])=[CH:9][N:10]=2)[N:7]=1.[CH3:23][N:24]1[CH:28]=[C:27](B2OC(C)(C)C(C)(C)O2)[CH:26]=[N:25]1.C([O-])([O-])=O.[Na+].[Na+].COCCOC. Product: [CH3:23][N:24]1[CH:28]=[C:27]([C:2]2[CH:3]=[CH:4][C:5]3[N:6]([C:8]([CH:11]([C:13]4[CH:14]=[C:15]5[C:20](=[CH:21][CH:22]=4)[N:19]=[CH:18][CH:17]=[CH:16]5)[OH:12])=[CH:9][N:10]=3)[N:7]=2)[CH:26]=[N:25]1. The catalyst class is: 25. (4) Reactant: [OH:1][CH2:2][C@H:3]([NH:10][C:11](=[O:34])[C@H:12]([NH:16][C:17](=[O:33])[O:18][CH2:19][CH:20]1[C:32]2[CH:31]=[CH:30][CH:29]=[CH:28][C:27]=2[C:26]2[C:21]1=[CH:22][CH:23]=[CH:24][CH:25]=2)[CH2:13][CH:14]=[CH2:15])[C:4]1[CH:9]=[CH:8][CH:7]=[CH:6][CH:5]=1.[CH3:35][C@H:36]([CH2:40][CH:41]=[CH2:42])[C:37](O)=[O:38]. Product: [CH3:35][C@H:36]([CH2:40][CH:41]=[CH2:42])[C:37]([O:1][CH2:2][C@H:3]([NH:10][C:11](=[O:34])[C@H:12]([NH:16][C:17]([O:18][CH2:19][CH:20]1[C:32]2[CH:31]=[CH:30][CH:29]=[CH:28][C:27]=2[C:26]2[C:21]1=[CH:22][CH:23]=[CH:24][CH:25]=2)=[O:33])[CH2:13][CH:14]=[CH2:15])[C:4]1[CH:9]=[CH:8][CH:7]=[CH:6][CH:5]=1)=[O:38]. The catalyst class is: 31.